From a dataset of Forward reaction prediction with 1.9M reactions from USPTO patents (1976-2016). Predict the product of the given reaction. Given the reactants [NH2:1][C:2]1[CH:7]=[CH:6][N:5]=[C:4]([Cl:8])[CH:3]=1.C(N(CC)CC)C.[Cl-].ClC1N(C)CC[NH+]1C.[CH3:25][O:26][C:27]1[C:28](=[O:51])[C:29]([CH3:50])=[C:30]([CH2:36][C:37]2[CH:38]=[CH:39][C:40]([O:46][C:47](=[O:49])[CH3:48])=[C:41]([CH:45]=2)[C:42](O)=[O:43])[C:31](=[O:35])[C:32]=1[O:33][CH3:34], predict the reaction product. The product is: [Cl:8][C:4]1[CH:3]=[C:2]([NH:1][C:42](=[O:43])[C:41]2[CH:45]=[C:37]([CH2:36][C:30]3[C:31](=[O:35])[C:32]([O:33][CH3:34])=[C:27]([O:26][CH3:25])[C:28](=[O:51])[C:29]=3[CH3:50])[CH:38]=[CH:39][C:40]=2[O:46][C:47](=[O:49])[CH3:48])[CH:7]=[CH:6][N:5]=1.